From a dataset of Catalyst prediction with 721,799 reactions and 888 catalyst types from USPTO. Predict which catalyst facilitates the given reaction. (1) Reactant: [CH3:1][C@@H:2]1[CH2:7][NH:6][C@@H:5]([CH3:8])[CH2:4][N:3]1[CH2:9][C:10]1[CH:15]=[CH:14][CH:13]=[CH:12]C=1.C([N:18](CC)CC)C.FC1C=CC=CC=1[N+]([O-])=O. Product: [CH3:1][C@H:2]1[CH2:7][NH:6][C@H:5]([CH3:8])[CH2:4][N:3]1[C:9]1[CH:12]=[CH:13][CH:14]=[CH:15][C:10]=1[NH2:18]. The catalyst class is: 9. (2) Reactant: O.[NH2:2][NH2:3].Cl[C:5]1[CH:10]=[C:9]([N:11]2[CH2:16][CH2:15][N:14]([CH:17]3[CH2:20][CH2:19][CH2:18]3)[CH2:13][CH2:12]2)[N:8]=[CH:7][N:6]=1. Product: [CH:17]1([N:14]2[CH2:15][CH2:16][N:11]([C:9]3[CH:10]=[C:5]([NH:2][NH2:3])[N:6]=[CH:7][N:8]=3)[CH2:12][CH2:13]2)[CH2:20][CH2:19][CH2:18]1. The catalyst class is: 8. (3) Reactant: [CH3:1][O:2][C:3]1[CH:8]=[CH:7][C:6]([C:9]2[O:10][C:11]3[C:16]([C:17](=[O:19])[CH:18]=2)=[CH:15][C:14]([CH:20]([CH3:24])[C:21](O)=[O:22])=[CH:13][CH:12]=3)=[CH:5][CH:4]=1.C(N(CC)C(C)C)(C)C.[C:34]([O:38][C:39]([N:41]1[C:45]([NH2:46])=[CH:44][C:43]([CH:47]2[CH2:49][CH2:48]2)=[N:42]1)=[O:40])([CH3:37])([CH3:36])[CH3:35]. Product: [CH:47]1([C:43]2[CH:44]=[C:45]([NH:46][C:21](=[O:22])[CH:20]([C:14]3[CH:15]=[C:16]4[C:11](=[CH:12][CH:13]=3)[O:10][C:9]([C:6]3[CH:7]=[CH:8][C:3]([O:2][CH3:1])=[CH:4][CH:5]=3)=[CH:18][C:17]4=[O:19])[CH3:24])[N:41]([C:39]([O:38][C:34]([CH3:37])([CH3:35])[CH3:36])=[O:40])[N:42]=2)[CH2:48][CH2:49]1. The catalyst class is: 2. (4) Reactant: [ClH:1].Cl.S1C2C=CC([CH2:12][NH:13][CH:14]3[CH2:19][CH2:18][N:17]([CH2:20][C@H:21]4[N:31]5[C:32]6[N:23]([C:24](=[O:34])[CH:25]=[CH:26][C:27]=6[CH:28]=[CH:29][C:30]5=[O:33])[CH2:22]4)[CH2:16][CH2:15]3)=CC=2N=N1.C(N(CC)CC)C.[O:42]1[C:46]2[CH:47]=[CH:48][C:49](C=O)=[CH:50][C:45]=2[CH2:44][CH2:43]1.C(O[BH-](OC(=O)C)OC(=O)C)(=O)C.[Na+].C([O-])(O)=O.[Na+]. Product: [ClH:1].[O:42]1[C:46]2[CH:47]=[CH:48][C:49]([CH2:12][NH:13][CH:14]3[CH2:15][CH2:16][N:17]([CH2:20][C@H:21]4[N:31]5[C:32]6[N:23]([C:24](=[O:34])[CH:25]=[CH:26][C:27]=6[CH:28]=[CH:29][C:30]5=[O:33])[CH2:22]4)[CH2:18][CH2:19]3)=[CH:50][C:45]=2[CH2:44][CH2:43]1. The catalyst class is: 147. (5) Reactant: [C:1]1([C:22]2[CH:27]=[CH:26][CH:25]=[CH:24][CH:23]=2)[CH:6]=[CH:5][CH:4]=[CH:3][C:2]=1[NH:7][C:8]([O:10][CH:11]1[CH2:16][CH2:15][N:14]([CH2:17][CH2:18][C:19](O)=[O:20])[CH2:13][CH2:12]1)=[O:9].[NH2:28][CH2:29][CH2:30][CH2:31][CH2:32][CH2:33][N:34]([CH2:64][C:65]1[CH:70]=[CH:69][CH:68]=[CH:67][CH:66]=1)[CH2:35][C@@H:36]([C:45]1[CH:54]=[CH:53][C:52]([O:55][CH2:56][C:57]2[CH:62]=[CH:61][CH:60]=[CH:59][CH:58]=2)=[C:51]2[C:46]=1[CH:47]=[CH:48][C:49](=[O:63])[NH:50]2)[O:37][Si:38]([C:41]([CH3:44])([CH3:43])[CH3:42])([CH3:40])[CH3:39].C(N(C(C)C)CC)(C)C.C1CN([P+](ON2N=NC3C=CC=CC2=3)(N2CCCC2)N2CCCC2)CC1.F[P-](F)(F)(F)(F)F.Cl. Product: [CH2:64]([N:34]([CH2:35][C@@H:36]([C:45]1[CH:54]=[CH:53][C:52]([O:55][CH2:56][C:57]2[CH:62]=[CH:61][CH:60]=[CH:59][CH:58]=2)=[C:51]2[C:46]=1[CH:47]=[CH:48][C:49](=[O:63])[NH:50]2)[O:37][Si:38]([C:41]([CH3:42])([CH3:43])[CH3:44])([CH3:40])[CH3:39])[CH2:33][CH2:32][CH2:31][CH2:30][CH2:29][NH:28][C:19]([CH2:18][CH2:17][N:14]1[CH2:13][CH2:12][CH:11]([O:10][C:8](=[O:9])[NH:7][C:2]2[CH:3]=[CH:4][CH:5]=[CH:6][C:1]=2[C:22]2[CH:23]=[CH:24][CH:25]=[CH:26][CH:27]=2)[CH2:16][CH2:15]1)=[O:20])[C:65]1[CH:66]=[CH:67][CH:68]=[CH:69][CH:70]=1. The catalyst class is: 145. (6) Reactant: [C:1]1([C:7]([NH:9][CH2:10][CH2:11][O:12][C:13]2[CH:22]=[CH:21][C:16]([C:17](OC)=[O:18])=[CH:15][CH:14]=2)=[O:8])[CH:6]=[CH:5][CH:4]=[CH:3][CH:2]=1.[NH2:23][OH:24].[OH-].[Na+].Cl. Product: [OH:24][NH:23][C:17](=[O:18])[C:16]1[CH:21]=[CH:22][C:13]([O:12][CH2:11][CH2:10][NH:9][C:7]([C:1]2[CH:6]=[CH:5][CH:4]=[CH:3][CH:2]=2)=[O:8])=[CH:14][CH:15]=1. The catalyst class is: 36. (7) The catalyst class is: 115. Reactant: Cl[CH2:2][C:3]1[N:13]2[C:14]3[C:9]([C:10]([O:17][CH3:18])([O:15][CH3:16])[CH2:11][CH2:12]2)=[CH:8][C:7]([F:19])=[CH:6][C:5]=3[N:4]=1.[F:20][C:21]1[CH:26]=[CH:25][C:24]([CH:27]2[CH2:32][CH2:31][NH:30][CH2:29][CH2:28]2)=[CH:23][CH:22]=1.C(=O)([O-])[O-].[K+].[K+]. Product: [F:19][C:7]1[CH:8]=[C:9]2[C:14]3=[C:5]([N:4]=[C:3]([CH2:2][N:30]4[CH2:31][CH2:32][CH:27]([C:24]5[CH:23]=[CH:22][C:21]([F:20])=[CH:26][CH:25]=5)[CH2:28][CH2:29]4)[N:13]3[CH2:12][CH2:11][C:10]2([O:17][CH3:18])[O:15][CH3:16])[CH:6]=1. (8) Reactant: [CH3:1][O:2][C:3]1[CH:4]=[C:5]([C:11]2[CH:16]=[CH:15][CH:14]=[CH:13][CH:12]=2)[CH:6]=[CH:7][C:8]=1[CH2:9]O.CS([Cl:21])(=O)=O.C(N(CC)CC)C. Product: [CH3:1][O:2][C:3]1[CH:4]=[C:5]([C:11]2[CH:16]=[CH:15][CH:14]=[CH:13][CH:12]=2)[CH:6]=[CH:7][C:8]=1[CH2:9][Cl:21]. The catalyst class is: 11. (9) Reactant: [NH2:1][C:2]1[N:10]=[C:9]([Cl:11])[CH:8]=[CH:7][C:3]=1[C:4]([NH2:6])=[O:5].C(Cl)(=O)[C:13](Cl)=[O:14]. Product: [Cl:11][C:9]1[CH:8]=[CH:7][C:3]2[C:4](=[O:5])[NH:6][C:13](=[O:14])[NH:1][C:2]=2[N:10]=1. The catalyst class is: 11.